Predict which catalyst facilitates the given reaction. From a dataset of Catalyst prediction with 721,799 reactions and 888 catalyst types from USPTO. (1) Reactant: [C:1]([C:5]1[O:9][N:8]=[C:7]([NH:10][C:11]([C@@H:13]2[CH2:18][CH2:17][CH2:16][CH2:15][NH:14]2)=[O:12])[CH:6]=1)([CH3:4])([CH3:3])[CH3:2].Cl.C(N(CC)C(C)C)(C)C.[Cl:29][CH2:30][C:31](Cl)=[O:32]. Product: [C:1]([C:5]1[O:9][N:8]=[C:7]([NH:10][C:11]([C@@H:13]2[CH2:18][CH2:17][CH2:16][CH2:15][N:14]2[C:31](=[O:32])[CH2:30][Cl:29])=[O:12])[CH:6]=1)([CH3:4])([CH3:2])[CH3:3]. The catalyst class is: 1. (2) Reactant: [Cl:1][C:2]1[CH:10]=[CH:9][C:8]([OH:11])=[CH:7][C:3]=1[C:4]([OH:6])=[O:5].B1([C:18]2[CH:23]=[CH:22][CH:21]=[CH:20][CH:19]=2)OB([C:18]2[CH:23]=[CH:22][CH:21]=[CH:20][CH:19]=2)OB([C:18]2[CH:23]=[CH:22][CH:21]=[CH:20][CH:19]=2)O1.C(N(CC)CC)C.N1C=CC=CC=1.Cl. Product: [Cl:1][C:2]1[CH:10]=[CH:9][C:8]([O:11][C:18]2[CH:23]=[CH:22][CH:21]=[CH:20][CH:19]=2)=[CH:7][C:3]=1[C:4]([OH:6])=[O:5]. The catalyst class is: 221. (3) Reactant: B(Br)(Br)Br.C[O:6][C:7]1[N:12]=[CH:11][C:10]([C:13]2[CH:14]=[CH:15][C:16]3[N:17]([C:19]([CH2:22][C:23]4[CH:24]=[C:25]5[C:30](=[CH:31][CH:32]=4)[N:29]=[CH:28][CH:27]=[CH:26]5)=[CH:20][N:21]=3)[N:18]=2)=[CH:9][CH:8]=1. Product: [N:29]1[C:30]2[C:25](=[CH:24][C:23]([CH2:22][C:19]3[N:17]4[N:18]=[C:13]([C:10]5[CH:9]=[CH:8][C:7]([OH:6])=[N:12][CH:11]=5)[CH:14]=[CH:15][C:16]4=[N:21][CH:20]=3)=[CH:32][CH:31]=2)[CH:26]=[CH:27][CH:28]=1. The catalyst class is: 2. (4) Reactant: [CH2:1]([O:3][C:4](=[O:37])[C:5]([CH3:36])([O:28][C:29]1[CH:34]=[CH:33][CH:32]=[CH:31][C:30]=1[CH3:35])[CH:6]([C:14]1[CH:19]=[CH:18][C:17]([O:20]CC2C=CC=CC=2)=[CH:16][CH:15]=1)OC(=O)C(F)(F)F)[CH3:2]. Product: [CH2:1]([O:3][C:4](=[O:37])[C:5]([CH3:36])([O:28][C:29]1[CH:34]=[CH:33][CH:32]=[CH:31][C:30]=1[CH3:35])[CH2:6][C:14]1[CH:15]=[CH:16][C:17]([OH:20])=[CH:18][CH:19]=1)[CH3:2]. The catalyst class is: 78. (5) The catalyst class is: 8. Reactant: [CH:1]1([N:13]2[CH2:18][CH2:17][CH:16]([N:19]3[C:23]4[CH:24]=[CH:25][CH:26]=[CH:27][C:22]=4[N:21]([CH2:28][C:29]([O:31]CC)=[O:30])[C:20]3=[O:34])[CH2:15][CH2:14]2)[C:11]2=[C:12]3[C:7](=[CH:8][CH:9]=[CH:10]2)[CH:6]=[CH:5][CH:4]=[C:3]3[CH2:2]1.[OH-].[Na+].O.Cl. Product: [CH:1]1([N:13]2[CH2:18][CH2:17][CH:16]([N:19]3[C:23]4[CH:24]=[CH:25][CH:26]=[CH:27][C:22]=4[N:21]([CH2:28][C:29]([OH:31])=[O:30])[C:20]3=[O:34])[CH2:15][CH2:14]2)[C:11]2=[C:12]3[C:7](=[CH:8][CH:9]=[CH:10]2)[CH:6]=[CH:5][CH:4]=[C:3]3[CH2:2]1. (6) The catalyst class is: 146. Reactant: [CH3:1][O:2][C:3]1[CH:4]=[C:5]2[C:10](=[CH:11][C:12]=1[O:13][CH3:14])[N:9]=[CH:8][CH:7]=[C:6]2[O:15][C:16]1[CH:22]=[CH:21][C:19]([NH2:20])=[C:18]([CH3:23])[C:17]=1[CH3:24].C(N(CC)CC)C.ClC(Cl)(O[C:36](=[O:42])OC(Cl)(Cl)Cl)Cl.[CH2:44]([N:48]([CH2:52][CH2:53][CH2:54][CH3:55])[CH2:49][CH2:50][NH2:51])[CH2:45][CH2:46][CH3:47]. Product: [CH2:44]([N:48]([CH2:52][CH2:53][CH2:54][CH3:55])[CH2:49][CH2:50][NH:51][C:36]([NH:20][C:19]1[CH:21]=[CH:22][C:16]([O:15][C:6]2[C:5]3[C:10](=[CH:11][C:12]([O:13][CH3:14])=[C:3]([O:2][CH3:1])[CH:4]=3)[N:9]=[CH:8][CH:7]=2)=[C:17]([CH3:24])[C:18]=1[CH3:23])=[O:42])[CH2:45][CH2:46][CH3:47].